Dataset: Reaction yield outcomes from USPTO patents with 853,638 reactions. Task: Predict the reaction yield, written as a fraction of the theoretical maximum amount of product (1.0 means a 100% yield; for example, 0.34 means a 34% yield). (1) The reactants are [C:1]([C:3]1[CH:4]=[C:5]([C:10]([CH3:28])([CH3:27])[C:11](=O)[CH2:12][NH:13][C:14]([NH:16][C:17]2[CH:22]=[CH:21][C:20]([F:23])=[C:19]([O:24][CH3:25])[CH:18]=2)=[S:15])[CH:6]=[CH:7][C:8]=1[F:9])#[N:2].C1(C)C=CC=CC=1. The catalyst is CC(O)=O. The product is [F:9][C:8]1[CH:7]=[CH:6][C:5]([C:10]([C:11]2[N:16]([C:17]3[CH:22]=[CH:21][C:20]([F:23])=[C:19]([O:24][CH3:25])[CH:18]=3)[C:14]([SH:15])=[N:13][CH:12]=2)([CH3:28])[CH3:27])=[CH:4][C:3]=1[C:1]#[N:2]. The yield is 0.650. (2) The reactants are [Cl:1][C:2]1[CH:3]=[C:4]([S:8]([C:11]2[S:15][C:14]([CH2:16][N:17](C)[C:18](=O)OC(C)(C)C)=[N:13][C:12]=2[C:26]2[C:27]([F:32])=[N:28][CH:29]=[CH:30][CH:31]=2)(=[O:10])=[O:9])[CH:5]=[CH:6][CH:7]=1.C(OCC)(=O)C.Cl. The catalyst is C(O)C. The product is [ClH:1].[Cl:1][C:2]1[CH:3]=[C:4]([S:8]([C:11]2[S:15][C:14]([CH2:16][NH:17][CH3:18])=[N:13][C:12]=2[C:26]2[C:27]([F:32])=[N:28][CH:29]=[CH:30][CH:31]=2)(=[O:9])=[O:10])[CH:5]=[CH:6][CH:7]=1. The yield is 0.360.